From a dataset of CYP2C9 inhibition data for predicting drug metabolism from PubChem BioAssay. Regression/Classification. Given a drug SMILES string, predict its absorption, distribution, metabolism, or excretion properties. Task type varies by dataset: regression for continuous measurements (e.g., permeability, clearance, half-life) or binary classification for categorical outcomes (e.g., BBB penetration, CYP inhibition). Dataset: cyp2c9_veith. The molecule is CC(C)OCCCNC(=O)C1CC(=O)N(C2CCCCCCC2)C1. The result is 0 (non-inhibitor).